From a dataset of Peptide-MHC class I binding affinity with 185,985 pairs from IEDB/IMGT. Regression. Given a peptide amino acid sequence and an MHC pseudo amino acid sequence, predict their binding affinity value. This is MHC class I binding data. (1) The MHC is HLA-B54:01 with pseudo-sequence HLA-B54:01. The peptide sequence is TPAEVSIVV. The binding affinity (normalized) is 0.463. (2) The peptide sequence is SIFVSTMPV. The MHC is HLA-A02:03 with pseudo-sequence HLA-A02:03. The binding affinity (normalized) is 0.826. (3) The peptide sequence is FPFKYHAAF. The MHC is Mamu-A2201 with pseudo-sequence Mamu-A2201. The binding affinity (normalized) is 0.829. (4) The peptide sequence is EMFKTKGRY. The MHC is HLA-A32:01 with pseudo-sequence HLA-A32:01. The binding affinity (normalized) is 0. (5) The peptide sequence is KYWRQMIIK. The MHC is HLA-A31:01 with pseudo-sequence HLA-A31:01. The binding affinity (normalized) is 0.703.